From a dataset of Forward reaction prediction with 1.9M reactions from USPTO patents (1976-2016). Predict the product of the given reaction. Given the reactants [CH2:1]([O:8][C:9]1[C:10](=[O:29])[CH:11]=[C:12]([CH2:27][OH:28])[N:13]([C:15]2[CH:16]=[C:17]([C:21]3[CH:26]=[CH:25][CH:24]=[CH:23][CH:22]=3)[CH:18]=[CH:19][CH:20]=2)[CH:14]=1)[C:2]1[CH:7]=[CH:6][CH:5]=[CH:4][CH:3]=1, predict the reaction product. The product is: [CH2:1]([O:8][C:9]1[C:10](=[O:29])[CH:11]=[C:12]([CH:27]=[O:28])[N:13]([C:15]2[CH:16]=[C:17]([C:21]3[CH:22]=[CH:23][CH:24]=[CH:25][CH:26]=3)[CH:18]=[CH:19][CH:20]=2)[CH:14]=1)[C:2]1[CH:7]=[CH:6][CH:5]=[CH:4][CH:3]=1.